From a dataset of Full USPTO retrosynthesis dataset with 1.9M reactions from patents (1976-2016). Predict the reactants needed to synthesize the given product. (1) Given the product [N:1]1([C:6]2[CH:30]=[CH:29][C:9]([O:10][CH2:11][CH2:12][C@@H:13]3[CH2:15][C@@H:14]3[CH:16]3[CH2:21][CH2:20][N:19]([C:22]([O:24][C:25]4([CH3:31])[CH2:26][CH2:27]4)=[O:23])[CH2:18][CH2:17]3)=[CH:8][CH:7]=2)[CH:5]=[N:4][N:3]=[N:2]1, predict the reactants needed to synthesize it. The reactants are: [N:1]1([C:6]2[CH:30]=[CH:29][C:9]([O:10][CH2:11][CH2:12][C@@H:13]3[CH2:15][C@@H:14]3[CH:16]3[CH2:21][CH2:20][N:19]([C:22]([O:24][CH2:25][CH:26](C)[CH3:27])=[O:23])[CH2:18][CH2:17]3)=[CH:8][CH:7]=2)[CH:5]=[N:4][N:3]=[N:2]1.[CH2:31](N(CC)CC)C.C(=O)(OC1(C)CC1)ON1C(=O)CCC1=O. (2) The reactants are: [Br:1][C:2]1[CH:3]=[C:4]2[C:9](=[CH:10][C:11]=1[O:12][CH2:13][CH3:14])[C:8]([CH3:16])([CH3:15])[CH2:7][CH2:6][CH2:5]2.C([O:21]O)(C)(C)C. Given the product [Br:1][C:2]1[CH:3]=[C:4]2[C:9]([C:8]([CH3:15])([CH3:16])[CH2:7][CH2:6][C:5]2=[O:21])=[CH:10][C:11]=1[O:12][CH2:13][CH3:14], predict the reactants needed to synthesize it. (3) Given the product [CH3:23][N:15]([CH2:14][CH2:13][CH:12]=[O:11])[C:16](=[O:22])[O:17][C:18]([CH3:21])([CH3:19])[CH3:20], predict the reactants needed to synthesize it. The reactants are: CS(C)=O.C(Cl)(=O)C(Cl)=O.[OH:11][CH2:12][CH2:13][CH2:14][N:15]([CH3:23])[C:16](=[O:22])[O:17][C:18]([CH3:21])([CH3:20])[CH3:19].C(N(CC)CC)C. (4) The reactants are: [NH2:1][C:2]1[CH:9]=[CH:8][CH:7]=[C:6]([O:10][CH2:11][CH:12]([CH2:15][CH3:16])[CH2:13][CH3:14])[C:3]=1[C:4]#[N:5].O=[C:18]([CH3:25])[CH2:19][C:20]([O:22][CH2:23][CH3:24])=[O:21]. Given the product [CH2:23]([O:22][C:20]([C:19]1[C:18]([CH3:25])=[N:1][C:2]2[C:3]([C:4]=1[NH2:5])=[C:6]([O:10][CH2:11][CH:12]([CH2:15][CH3:16])[CH2:13][CH3:14])[CH:7]=[CH:8][CH:9]=2)=[O:21])[CH3:24], predict the reactants needed to synthesize it. (5) Given the product [Cl:1][C:2]1[CH:3]=[CH:4][C:5]([C@H:8]2[N:15]3[C:11]([S:12][C:13]([C:19]([N:21]4[C@H:28]([CH3:29])[CH2:27][CH2:26][C@H:22]4[C:23]([N:42]4[CH2:43][C@@H:44]([CH3:47])[NH:45][CH2:46][C@H:41]4[CH3:40])=[O:24])=[O:20])=[C:14]3[CH:16]([CH3:18])[CH3:17])=[N:10][C@:9]2([C:31]2[CH:32]=[CH:33][C:34]([Cl:37])=[CH:35][CH:36]=2)[CH3:30])=[CH:6][CH:7]=1, predict the reactants needed to synthesize it. The reactants are: [Cl:1][C:2]1[CH:7]=[CH:6][C:5]([C@H:8]2[N:15]3[C:11]([S:12][C:13]([C:19]([N:21]4[C@H:28]([CH3:29])[CH2:27][CH2:26][C@H:22]4[C:23](O)=[O:24])=[O:20])=[C:14]3[CH:16]([CH3:18])[CH3:17])=[N:10][C@:9]2([C:31]2[CH:36]=[CH:35][C:34]([Cl:37])=[CH:33][CH:32]=2)[CH3:30])=[CH:4][CH:3]=1.Br.Br.[CH3:40][C@@H:41]1[CH2:46][NH:45][C@H:44]([CH3:47])[CH2:43][NH:42]1. (6) Given the product [CH3:44][O:45][C:46]1[C:51]([C:2]2[N:3]=[C:4]3[CH:9]=[C:8]([CH3:10])[CH:7]=[CH:6][N:5]3[C:11]=2[C:12]2[CH:13]=[CH:14][C:15]([NH:30][C:31]([CH:33]([N:35]([CH3:43])[C:36](=[O:42])[O:37][C:38]([CH3:41])([CH3:40])[CH3:39])[CH3:34])=[O:32])=[N:16][C:17]=2[C:18]#[C:19][Si:20]([CH:27]([CH3:29])[CH3:28])([CH:24]([CH3:26])[CH3:25])[CH:21]([CH3:23])[CH3:22])=[CH:50][CH:49]=[CH:48][N:47]=1, predict the reactants needed to synthesize it. The reactants are: Br[C:2]1[N:3]=[C:4]2[CH:9]=[C:8]([CH3:10])[CH:7]=[CH:6][N:5]2[C:11]=1[C:12]1[CH:13]=[CH:14][C:15]([NH:30][C:31]([CH:33]([N:35]([CH3:43])[C:36](=[O:42])[O:37][C:38]([CH3:41])([CH3:40])[CH3:39])[CH3:34])=[O:32])=[N:16][C:17]=1[C:18]#[C:19][Si:20]([CH:27]([CH3:29])[CH3:28])([CH:24]([CH3:26])[CH3:25])[CH:21]([CH3:23])[CH3:22].[CH3:44][O:45][C:46]1[C:51](B(O)O)=[CH:50][CH:49]=[CH:48][N:47]=1.C([O-])([O-])=O.[Na+].[Na+].O1CCOCC1.